This data is from Catalyst prediction with 721,799 reactions and 888 catalyst types from USPTO. The task is: Predict which catalyst facilitates the given reaction. (1) Reactant: [Cl:1][C:2]1[CH:25]=[CH:24][C:5]([CH2:6][N:7]2[C:12](=[O:13])[C:11]([Br:14])=[N:10][N:9]([C:15]3[CH:20]=[CH:19][CH:18]=[CH:17][C:16]=3[O:21]C)[C:8]2=[O:23])=[CH:4][CH:3]=1.B(Br)(Br)Br. Product: [Cl:1][C:2]1[CH:3]=[CH:4][C:5]([CH2:6][N:7]2[C:12](=[O:13])[C:11]([Br:14])=[N:10][N:9]([C:15]3[CH:20]=[CH:19][CH:18]=[CH:17][C:16]=3[OH:21])[C:8]2=[O:23])=[CH:24][CH:25]=1. The catalyst class is: 2. (2) Reactant: IC1C=CC(C)=CC=1C(O)=O.OOS([O-])=O.[K+].[CH3:18][CH2:19][CH2:20][CH2:21][CH:22]([OH:27])[CH2:23][CH2:24][CH2:25][CH3:26]. Product: [CH3:18][CH2:19][CH2:20][CH2:21][C:22](=[O:27])[CH2:23][CH2:24][CH2:25][CH3:26]. The catalyst class is: 463. (3) Reactant: [OH:1][CH2:2][CH2:3][CH2:4][CH2:5][CH2:6][C:7]([O:9][CH2:10][CH3:11])=[O:8].C(N(CC)CC)C.[CH3:19][S:20](Cl)(=[O:22])=[O:21]. Product: [CH3:19][S:20]([O:1][CH2:2][CH2:3][CH2:4][CH2:5][CH2:6][C:7]([O:9][CH2:10][CH3:11])=[O:8])(=[O:22])=[O:21]. The catalyst class is: 4. (4) Reactant: [CH2:1]([N:4]1[C:12]2[C:11](=[O:13])[N:10]([CH2:14][C:15]3([OH:28])[CH2:20][CH2:19][N:18](C(OC(C)(C)C)=O)[CH2:17][CH2:16]3)[CH:9]=[N:8][C:7]=2[CH:6]=[CH:5]1)[CH:2]=[CH2:3].[C:29]([OH:35])([C:31]([F:34])([F:33])[F:32])=[O:30]. Product: [F:32][C:31]([F:34])([F:33])[C:29]([OH:35])=[O:30].[CH2:1]([N:4]1[C:12]2[C:11](=[O:13])[N:10]([CH2:14][C:15]3([OH:28])[CH2:20][CH2:19][NH:18][CH2:17][CH2:16]3)[CH:9]=[N:8][C:7]=2[CH:6]=[CH:5]1)[CH:2]=[CH2:3]. The catalyst class is: 4. (5) Reactant: C[O:2][C:3]1[CH:8]=[CH:7][C:6]([N:9]2[CH2:14][CH2:13][CH2:12][CH2:11][CH2:10]2)=[C:5]([C:15]([F:18])([F:17])[F:16])[CH:4]=1.B(Br)(Br)Br.C([O-])(O)=O.[Na+]. Product: [N:9]1([C:6]2[CH:7]=[CH:8][C:3]([OH:2])=[CH:4][C:5]=2[C:15]([F:16])([F:17])[F:18])[CH2:14][CH2:13][CH2:12][CH2:11][CH2:10]1. The catalyst class is: 2.